Dataset: Forward reaction prediction with 1.9M reactions from USPTO patents (1976-2016). Task: Predict the product of the given reaction. (1) Given the reactants Cl[CH2:2][CH2:3][CH2:4][C:5](Cl)=[O:6].Cl.[NH2:9][CH2:10][CH2:11][O:12][C:13]1[CH:14]=[CH:15][C:16]2[C:17]3[S:26][C:25]([CH2:27][CH2:28][CH3:29])=[N:24][C:18]=3[C:19]([NH2:23])=[N:20][C:21]=2[CH:22]=1.C(N(CC)CC)C.[H-].[Na+], predict the reaction product. The product is: [NH2:23][C:19]1[C:18]2[N:24]=[C:25]([CH2:27][CH2:28][CH3:29])[S:26][C:17]=2[C:16]2[CH:15]=[CH:14][C:13]([O:12][CH2:11][CH2:10][N:9]3[CH2:2][CH2:3][CH2:4][C:5]3=[O:6])=[CH:22][C:21]=2[N:20]=1. (2) The product is: [Cl:14][C:15]1[N:20]=[C:19]([C:5]2[NH:6][C:7]3[C:3]([CH:4]=2)=[C:2]([F:1])[CH:10]=[CH:9][CH:8]=3)[C:18]([NH2:22])=[CH:17][CH:16]=1. Given the reactants [F:1][C:2]1[CH:10]=[CH:9][CH:8]=[C:7]2[C:3]=1[CH:4]=[C:5](B(O)O)[NH:6]2.[Cl:14][C:15]1[N:20]=[C:19](I)[C:18]([NH2:22])=[CH:17][CH:16]=1.C(=O)([O-])[O-].[Cs+].[Cs+].C(Cl)Cl, predict the reaction product. (3) Given the reactants O.[NH2:2][NH2:3].[CH2:4]([O:6][C:7](=[O:22])[C:8](=O)[CH2:9][C:10](=O)[CH2:11][CH2:12][C:13]1[CH:18]=[CH:17][C:16]([Cl:19])=[CH:15][CH:14]=1)[CH3:5], predict the reaction product. The product is: [CH2:4]([O:6][C:7]([C:8]1[CH:9]=[C:10]([CH2:11][CH2:12][C:13]2[CH:18]=[CH:17][C:16]([Cl:19])=[CH:15][CH:14]=2)[NH:3][N:2]=1)=[O:22])[CH3:5]. (4) Given the reactants [OH-].[Na+:2].ClC1C=CC(S(C2C3C(=CC=C(C)C=3)N(CC(O)=O)C=2C)(=O)=O)=CC=1.[Cl:28][C:29]1[C:30](C#N)=[C:31]2[C:35](=[CH:36][CH:37]=1)[N:34]([CH2:38][C:39]([O:41]C)=[O:40])[C:33]([CH3:43])=[C:32]2[S:44]([C:47]1[CH:52]=[CH:51][C:50]([Cl:53])=[CH:49][CH:48]=1)(=[O:46])=[O:45], predict the reaction product. The product is: [Cl:28][C:29]1[CH:30]=[C:31]2[C:35](=[CH:36][CH:37]=1)[N:34]([CH2:38][C:39]([O-:41])=[O:40])[C:33]([CH3:43])=[C:32]2[S:44]([C:47]1[CH:52]=[CH:51][C:50]([Cl:53])=[CH:49][CH:48]=1)(=[O:45])=[O:46].[Na+:2]. (5) The product is: [CH2:1]([O:3][C:4](=[O:33])[CH2:5][CH2:6][CH2:7][CH2:8][CH3:9])[CH3:2]. Given the reactants [CH2:1]([O:3][C:4](=[O:33])[CH2:5][CH:6](N1C2C=CC(Br)=CC=2N(CC2C3C(=CC=CC=3C)N(C)C=2)C1=O)[CH2:7][CH2:8][CH3:9])[CH3:2].NC1SC=CN=1.C(=O)([O-])[O-].[Cs+].[Cs+].C1(P(C2CCCCC2)C2C=CC=CC=2C2C=CC=CC=2)CCCCC1, predict the reaction product.